From a dataset of Forward reaction prediction with 1.9M reactions from USPTO patents (1976-2016). Predict the product of the given reaction. The product is: [CH2:17]([N:11]1[CH2:12][CH:4]2[CH2:5][CH2:6][O:1][C:2](=[O:7])[CH:3]2[CH2:10]1)[C:18]1[CH:23]=[CH:22][CH:21]=[CH:20][CH:19]=1. Given the reactants [O:1]1[CH2:6][CH2:5][CH:4]=[CH:3][C:2]1=[O:7].CO[CH2:10][N:11]([CH2:17][C:18]1[CH:23]=[CH:22][CH:21]=[CH:20][CH:19]=1)[CH2:12][Si](C)(C)C.C(O)(C(F)(F)F)=O, predict the reaction product.